This data is from Catalyst prediction with 721,799 reactions and 888 catalyst types from USPTO. The task is: Predict which catalyst facilitates the given reaction. (1) Reactant: [NH2:1][C:2]1[CH:11]=[C:10]2[C:5]([CH2:6][CH2:7][CH2:8][N:9]2[CH2:12][CH2:13][N:14]([CH:18]([CH3:20])[CH3:19])[CH:15]([CH3:17])[CH3:16])=[CH:4][CH:3]=1.[C:21]1([C:30]2[CH:35]=[CH:34][CH:33]=[CH:32][CH:31]=2)[CH:26]=[CH:25][C:24]([C:27](Cl)=[O:28])=[CH:23][CH:22]=1.N1C=CC=CC=1.C(=O)([O-])[O-].[K+].[K+]. Product: [CH:15]([N:14]([CH:18]([CH3:20])[CH3:19])[CH2:13][CH2:12][N:9]1[C:10]2[C:5](=[CH:4][CH:3]=[C:2]([NH:1][C:27]([C:24]3[CH:25]=[CH:26][C:21]([C:30]4[CH:31]=[CH:32][CH:33]=[CH:34][CH:35]=4)=[CH:22][CH:23]=3)=[O:28])[CH:11]=2)[CH2:6][CH2:7][CH2:8]1)([CH3:16])[CH3:17]. The catalyst class is: 2. (2) Reactant: [CH3:1][O:2][C:3](=[O:11])[C:4]1[CH:9]=[CH:8][CH:7]=[N:6][C:5]=1[OH:10].[I:12]N1C(=O)CCC1=O. Product: [CH3:1][O:2][C:3](=[O:11])[C:4]1[CH:9]=[C:8]([I:12])[CH:7]=[N:6][C:5]=1[OH:10]. The catalyst class is: 2.